This data is from Reaction yield outcomes from USPTO patents with 853,638 reactions. The task is: Predict the reaction yield, written as a fraction of the theoretical maximum amount of product (1.0 means a 100% yield; for example, 0.34 means a 34% yield). (1) The reactants are C([O:3][C:4](=[O:45])[CH2:5][CH2:6][CH2:7][O:8][C:9]1[CH:14]=[CH:13][CH:12]=[C:11]([CH2:15][CH2:16][CH2:17][CH2:18][CH2:19][CH2:20][O:21][C:22]2[CH:27]=[C:26]([O:28][CH2:29][CH3:30])[CH:25]=[C:24]([C:31]3[CH:36]=[CH:35][N:34]=[C:33]([Cl:37])[CH:32]=3)[CH:23]=2)[C:10]=1[CH2:38][CH2:39][C:40]([O:42]CC)=[O:41])C.[OH-].[Na+]. No catalyst specified. The product is [C:40]([CH2:39][CH2:38][C:10]1[C:11]([CH2:15][CH2:16][CH2:17][CH2:18][CH2:19][CH2:20][O:21][C:22]2[CH:27]=[C:26]([O:28][CH2:29][CH3:30])[CH:25]=[C:24]([C:31]3[CH:36]=[CH:35][N:34]=[C:33]([Cl:37])[CH:32]=3)[CH:23]=2)=[CH:12][CH:13]=[CH:14][C:9]=1[O:8][CH2:7][CH2:6][CH2:5][C:4]([OH:45])=[O:3])([OH:42])=[O:41]. The yield is 0.960. (2) The reactants are [CH3:1][CH:2]([OH:5])[CH2:3][CH3:4].[H-].[Na+].C([O:12][C:13](=[O:39])[CH2:14][CH2:15][C:16]1[CH:21]=[CH:20][C:19]([O:22][CH2:23][CH2:24][C:25]2[N:26]=[C:27]([C:31]3[CH:36]=[CH:35][CH:34]=[CH:33][CH:32]=3)[O:28][C:29]=2[CH3:30])=[CH:18][C:17]=1[CH2:37]Br)(C)(C)C.CCOC(C)=O. The catalyst is CN(C=O)C. The product is [CH:2]([O:5][CH2:37][C:17]1[CH:18]=[C:19]([O:22][CH2:23][CH2:24][C:25]2[N:26]=[C:27]([C:31]3[CH:32]=[CH:33][CH:34]=[CH:35][CH:36]=3)[O:28][C:29]=2[CH3:30])[CH:20]=[CH:21][C:16]=1[CH2:15][CH2:14][C:13]([OH:39])=[O:12])([CH2:3][CH3:4])[CH3:1]. The yield is 0.270. (3) The reactants are [F:1][C:2]([P:8]([C:12]([F:18])([F:17])[C:13]([F:16])([F:15])[F:14])(=[O:11])[O:9]C)([F:7])[C:3]([F:6])([F:5])[F:4].[P:19]([O:34][C:35]1[CH:40]=[CH:39][CH:38]=[CH:37][CH:36]=1)([O:27][C:28]1[CH:33]=[CH:32][CH:31]=[CH:30][CH:29]=1)[O:20][C:21]1[CH:26]=[CH:25][CH:24]=[CH:23][CH:22]=1. No catalyst specified. The product is [F:7][C:2]([P:8]([C:12]([F:17])([F:18])[C:13]([F:16])([F:15])[F:14])(=[O:9])[O-:11])([F:1])[C:3]([F:6])([F:5])[F:4].[CH3:2][P+:19]([O:27][C:28]1[CH:33]=[CH:32][CH:31]=[CH:30][CH:29]=1)([O:34][C:35]1[CH:40]=[CH:39][CH:38]=[CH:37][CH:36]=1)[O:20][C:21]1[CH:22]=[CH:23][CH:24]=[CH:25][CH:26]=1. The yield is 0.910. (4) The reactants are [CH3:1][CH:2]1[CH2:7][CH2:6][CH2:5][CH:4]([CH3:8])[C:3]1=[O:9].O.O.O.O.O.O.C(O[O-])(=O)C1C(=CC=CC=1)C([O-])=[O:20].[Mg+2].C(=O)(O)[O-].[Na+]. The catalyst is CO.O. The product is [CH3:8][CH:4]1[CH2:5][CH2:6][CH2:7][CH:2]([CH3:1])[O:20][C:3]1=[O:9]. The yield is 0.475. (5) The reactants are [NH:1]1[C:9]2[C:4](=[CH:5][CH:6]=[CH:7][CH:8]=2)[C:3](/[CH:10]=[CH:11]/[C:12]2[CH:17]=[CH:16][CH:15]=[CH:14][C:13]=2[NH:18][C:19](=[O:29])[C:20]2[CH:25]=[CH:24][CH:23]=[C:22]([N+:26]([O-])=O)[CH:21]=2)=[N:2]1.[Cl-].[NH4+].C(O)C. The catalyst is [Fe].O. The product is [NH2:26][C:22]1[CH:21]=[C:20]([CH:25]=[CH:24][CH:23]=1)[C:19]([NH:18][C:13]1[CH:14]=[CH:15][CH:16]=[CH:17][C:12]=1/[CH:11]=[CH:10]/[C:3]1[C:4]2[C:9](=[CH:8][CH:7]=[CH:6][CH:5]=2)[NH:1][N:2]=1)=[O:29]. The yield is 0.220. (6) The reactants are Cl[C:2]([O:4][CH2:5][CH:6]1[C:18]2[CH:17]=[CH:16][CH:15]=[CH:14][C:13]=2[C:12]2[C:7]1=[CH:8][CH:9]=[CH:10][CH:11]=2)=[O:3].[NH2:19][C@H:20]([C:26]([OH:28])=[O:27])[CH2:21][CH2:22][CH2:23][CH2:24][NH2:25]. No catalyst specified. The product is [CH:17]1[C:18]2[CH:6]([CH2:5][O:4][C:2]([NH:19][C@H:20]([C:26]([OH:28])=[O:27])[CH2:21][CH2:22][CH2:23][CH2:24][NH:25][C:2]([O:4][CH2:5][CH:6]3[C:7]4[CH:8]=[CH:9][CH:10]=[CH:11][C:12]=4[C:13]4[C:18]3=[CH:17][CH:16]=[CH:15][CH:14]=4)=[O:3])=[O:3])[C:7]3[C:12](=[CH:11][CH:10]=[CH:9][CH:8]=3)[C:13]=2[CH:14]=[CH:15][CH:16]=1. The yield is 0.710. (7) The reactants are [NH2:1][CH2:2][C:3]1[CH:15]=[C:14]2[C:6]([C:7]3[C:8]([C:19]4[CH:24]=[CH:23][CH:22]=[C:21]([N:25]5[CH2:33][C:32]6[C:27](=[CH:28][CH:29]=[CH:30][CH:31]=6)[C:26]5=[O:34])[C:20]=4[CH3:35])=[CH:9][CH:10]=[C:11]([C:16]([NH2:18])=[O:17])[C:12]=3[NH:13]2)=[CH:5][CH:4]=1.[CH3:36][S:37](Cl)(=[O:39])=[O:38]. The catalyst is C1COCC1. The product is [CH3:35][C:20]1[C:21]([N:25]2[CH2:33][C:32]3[C:27](=[CH:28][CH:29]=[CH:30][CH:31]=3)[C:26]2=[O:34])=[CH:22][CH:23]=[CH:24][C:19]=1[C:8]1[C:7]2[C:6]3[C:14](=[CH:15][C:3]([CH2:2][NH:1][S:37]([CH3:36])(=[O:39])=[O:38])=[CH:4][CH:5]=3)[NH:13][C:12]=2[C:11]([C:16]([NH2:18])=[O:17])=[CH:10][CH:9]=1. The yield is 0.180. (8) The reactants are Br[C:2]1[S:3][C:4]([Br:7])=[CH:5][N:6]=1.C([O-])([O-])=O.[K+].[K+].[CH2:14]([SH:21])[C:15]1[CH:20]=[CH:19][CH:18]=[CH:17][CH:16]=1. The catalyst is CN(C=O)C.O. The product is [CH2:14]([S:21][C:2]1[S:3][C:4]([Br:7])=[CH:5][N:6]=1)[C:15]1[CH:20]=[CH:19][CH:18]=[CH:17][CH:16]=1. The yield is 0.975. (9) The reactants are [Cl:1][C:2]1[C:11]2[C:6](=[CH:7][C:8](F)=[CH:9][CH:10]=2)[C:5]([O:13][CH3:14])=[CH:4][N:3]=1.[CH3:15][CH2:16][O-:17].[Na+]. The catalyst is CS(C)=O.CCOC(C)=O. The product is [Cl:1][C:2]1[C:11]2[C:6](=[CH:7][C:8]([O:17][CH2:16][CH3:15])=[CH:9][CH:10]=2)[C:5]([O:13][CH3:14])=[CH:4][N:3]=1. The yield is 0.540.